Dataset: Forward reaction prediction with 1.9M reactions from USPTO patents (1976-2016). Task: Predict the product of the given reaction. (1) Given the reactants [C:1]([C:4]1[C:9]([C:10]2[CH:15]=[CH:14][CH:13]=[CH:12][CH:11]=2)=[N:8][N:7]([CH2:16][CH3:17])[C:6](=[O:18])[C:5]=1[N+:19]([O-])=O)(=[O:3])[CH3:2].[N:22]1[C:30](N)=[C:29]2[C:25]([N:26]=[CH:27][NH:28]2)=[N:24][CH:23]=1, predict the reaction product. The product is: [C:1]([C:4]1[C:9]([C:10]2[CH:15]=[CH:14][CH:13]=[CH:12][CH:11]=2)=[N:8][N:7]([CH2:16][CH3:17])[C:6](=[O:18])[C:5]=1[NH:19][C:30]1[N:22]=[CH:23][N:24]=[C:25]2[C:29]=1[N:28]=[CH:27][NH:26]2)(=[O:3])[CH3:2]. (2) Given the reactants [CH2:1]([NH2:19])[CH2:2][CH2:3][CH2:4][CH2:5][CH2:6][CH2:7][CH2:8]/[CH:9]=[CH:10]\[CH2:11][CH2:12][CH2:13][CH2:14][CH2:15][CH2:16][CH2:17][CH3:18].[C:20]([OH:24])(=[O:23])[CH:21]=[CH2:22].[CH2:25]=O, predict the reaction product. The product is: [CH2:1]([N:19]1[CH:22]=[CH:21][C:20](=[O:24])[O:23][CH2:25]1)[CH2:2][CH2:3][CH2:4][CH2:5][CH2:6][CH2:7][CH2:8][CH:9]=[CH:10][CH2:11][CH2:12][CH2:13][CH2:14][CH2:15][CH2:16][CH2:17][CH3:18]. (3) Given the reactants Br[C:2]1[CH:7]=[CH:6][N:5]=[C:4]2[N:8]([S:22]([C:25]3[CH:30]=[CH:29][CH:28]=[CH:27][CH:26]=3)(=[O:24])=[O:23])[C:9]([C:11]3[CH:16]=[CH:15][C:14]([NH:17][S:18]([CH3:21])(=[O:20])=[O:19])=[CH:13][CH:12]=3)=[CH:10][C:3]=12.Br[C:32]1[C:33]([C:39]2[CH:44]=[CH:43][C:42]([NH:45][C:46](=[O:50])[N:47]([CH3:49])[CH3:48])=[CH:41][CH:40]=2)=[N:34][N:35]([CH2:37][CH3:38])[CH:36]=1, predict the reaction product. The product is: [CH3:48][N:47]([CH3:49])[C:46]([NH:45][C:42]1[CH:43]=[CH:44][C:39]([C:33]2[C:32]([C:2]3[CH:7]=[CH:6][N:5]=[C:4]4[N:8]([S:22]([C:25]5[CH:26]=[CH:27][CH:28]=[CH:29][CH:30]=5)(=[O:23])=[O:24])[C:9]([C:11]5[CH:16]=[CH:15][C:14]([NH:17][S:18]([CH3:21])(=[O:19])=[O:20])=[CH:13][CH:12]=5)=[CH:10][C:3]=34)=[CH:36][N:35]([CH2:37][CH3:38])[N:34]=2)=[CH:40][CH:41]=1)=[O:50].